Dataset: Forward reaction prediction with 1.9M reactions from USPTO patents (1976-2016). Task: Predict the product of the given reaction. Given the reactants CO[CH2:3][N:4]([CH2:10][C:11]1[CH:16]=[CH:15][CH:14]=[CH:13][CH:12]=1)[CH2:5][Si](C)(C)C.[N+:17](/[CH:20]=[CH:21]/[C:22]1[CH:27]=[CH:26][CH:25]=[CH:24][CH:23]=1)([O-:19])=[O:18].FC(F)(F)C(O)=O, predict the reaction product. The product is: [CH2:10]([N:4]1[CH2:5][CH:21]([C:22]2[CH:27]=[CH:26][CH:25]=[CH:24][CH:23]=2)[CH:20]([N+:17]([O-:19])=[O:18])[CH2:3]1)[C:11]1[CH:16]=[CH:15][CH:14]=[CH:13][CH:12]=1.